From a dataset of Reaction yield outcomes from USPTO patents with 853,638 reactions. Predict the reaction yield, written as a fraction of the theoretical maximum amount of product (1.0 means a 100% yield; for example, 0.34 means a 34% yield). (1) The reactants are [NH2:1][C:2](=[N:8][C:9]1[CH:14]=[CH:13][C:12]([N:15]2[CH2:20][CH2:19][N:18]([C:21]([NH:23][CH2:24][CH2:25][CH2:26][CH2:27][CH:28]3[CH2:32][CH2:31][S:30][S:29]3)=[O:22])[CH2:17][CH2:16]2)=[C:11](C)[CH:10]=1)[C:3]1[S:4][CH:5]=[CH:6][CH:7]=1.F[C:35]1C=CC([N+]([O-])=O)=C(C)C=1. No catalyst specified. The product is [NH2:1][C:2](=[N:8][C:9]1[CH:14]=[CH:13][C:12]([N:15]2[CH2:16][CH2:17][N:18]([C:21]([NH:23][CH2:24][CH2:25][CH2:26][CH2:27][CH:28]3[CH2:32][CH2:31][S:30][S:29]3)=[O:22])[CH2:19][CH2:20]2)=[CH:11][C:10]=1[CH3:35])[C:3]1[S:4][CH:5]=[CH:6][CH:7]=1. The yield is 0.160. (2) The catalyst is CN(C1C=CN=CC=1)C.ClCCl.O. The product is [CH3:1][C:2]1[O:6][C:5]([C:7]2[CH:12]=[CH:11][CH:10]=[CH:9][CH:8]=2)=[N:4][C:3]=1[CH2:13][CH2:14][O:15][S:22]([C:19]1[CH:20]=[CH:21][C:16]([CH3:26])=[CH:17][CH:18]=1)(=[O:24])=[O:23]. The reactants are [CH3:1][C:2]1[O:6][C:5]([C:7]2[CH:12]=[CH:11][CH:10]=[CH:9][CH:8]=2)=[N:4][C:3]=1[CH2:13][CH2:14][OH:15].[C:16]1([CH3:26])[CH:21]=[CH:20][C:19]([S:22](Cl)(=[O:24])=[O:23])=[CH:18][CH:17]=1.C(N(CC)CC)C.Cl. The yield is 1.00. (3) The reactants are [Br:1][C:2]1[CH:6]=[N:5][N:4]([CH3:7])[C:3]=1[C:8]1[CH:9]=[C:10]([NH2:16])[CH:11]=[CH:12][C:13]=1[O:14][CH3:15].[F:17][C:18]([F:30])([F:29])[O:19][C:20]1[CH:25]=[CH:24][C:23]([N:26]=[C:27]=[O:28])=[CH:22][CH:21]=1. The catalyst is C(Cl)Cl. The product is [Br:1][C:2]1[CH:6]=[N:5][N:4]([CH3:7])[C:3]=1[C:8]1[CH:9]=[C:10]([NH:16][C:27]([NH:26][C:23]2[CH:24]=[CH:25][C:20]([O:19][C:18]([F:17])([F:29])[F:30])=[CH:21][CH:22]=2)=[O:28])[CH:11]=[CH:12][C:13]=1[O:14][CH3:15]. The yield is 0.580.